This data is from Reaction yield outcomes from USPTO patents with 853,638 reactions. The task is: Predict the reaction yield, written as a fraction of the theoretical maximum amount of product (1.0 means a 100% yield; for example, 0.34 means a 34% yield). (1) The reactants are [C:1]([O:5][C:6](=[O:22])[N:7]([C@@H:9]1[C@@H:13]([C:14]2[CH:19]=[CH:18][C:17]([Cl:20])=[C:16]([Cl:21])[CH:15]=2)[CH2:12][NH:11][CH2:10]1)[CH3:8])([CH3:4])([CH3:3])[CH3:2].C(N(CC)C(C)C)(C)C.[CH3:32][C:33]1([C:36]([N:38]2[CH2:43][CH2:42][CH:41]([C:44](O)=[O:45])[CH2:40][CH2:39]2)=[O:37])[CH2:35][CH2:34]1.CN(C(ON1N=NC2C=CC=NC1=2)=[N+](C)C)C.F[P-](F)(F)(F)(F)F. The catalyst is CN(C=O)C.CCOC(C)=O. The product is [C:1]([O:5][C:6](=[O:22])[N:7]([C@@H:9]1[C@@H:13]([C:14]2[CH:19]=[CH:18][C:17]([Cl:20])=[C:16]([Cl:21])[CH:15]=2)[CH2:12][N:11]([C:44]([CH:41]2[CH2:40][CH2:39][N:38]([C:36]([C:33]3([CH3:32])[CH2:35][CH2:34]3)=[O:37])[CH2:43][CH2:42]2)=[O:45])[CH2:10]1)[CH3:8])([CH3:4])([CH3:2])[CH3:3]. The yield is 0.750. (2) The reactants are [CH2:1]([C:3]1[C:8]([CH3:9])=[CH:7][CH:6]=[CH:5][N:4]=1)[CH3:2].[ClH:10]. The catalyst is CO. The product is [ClH:10].[CH2:1]([CH:3]1[CH:8]([CH3:9])[CH2:7][CH2:6][CH2:5][NH:4]1)[CH3:2]. The yield is 0.880. (3) The reactants are [NH2:1][C:2]1([NH2:23])[NH:11][C:10](=[O:12])[C:9]2[C:4](=[N:5][CH:6]=[C:7]([C:13]3[CH:18]=[CH:17][C:16]([O:19][CH3:20])=[C:15]([O:21][CH3:22])[CH:14]=3)[N:8]=2)[NH:3]1.[C:24](OC(=O)C)(=[O:26])[CH3:25]. The catalyst is C(O)(=O)C. The product is [C:24]([NH:23][C:2]1([NH2:1])[NH:11][C:10](=[O:12])[C:9]2[C:4](=[N:5][CH:6]=[C:7]([C:13]3[CH:18]=[CH:17][C:16]([O:19][CH3:20])=[C:15]([O:21][CH3:22])[CH:14]=3)[N:8]=2)[NH:3]1)(=[O:26])[CH3:25]. The yield is 0.770. (4) The reactants are Br[C:2]1[CH:7]=[CH:6][C:5]([C:8]2[N:12]=[CH:11][N:10]([C:13]3[CH:18]=[CH:17][C:16]([O:19][C:20]([F:23])([F:22])[F:21])=[CH:15][CH:14]=3)[N:9]=2)=[CH:4][CH:3]=1.[C:24]([O:28][C:29]([NH:31][CH2:32][CH2:33][B-](F)(F)F)=[O:30])([CH3:27])([CH3:26])[CH3:25].[K+].C(=O)([O-])[O-].[Cs+].[Cs+].C1(P(C2CCCCC2)C2C=CC=CC=2C2C(OC(C)C)=CC=CC=2OC(C)C)CCCCC1. The catalyst is C1(C)C=CC=CC=1.O.C(OCC)C.C([O-])(=O)C.[Pd+2].C([O-])(=O)C. The product is [F:21][C:20]([F:23])([F:22])[O:19][C:16]1[CH:17]=[CH:18][C:13]([N:10]2[CH:11]=[N:12][C:8]([C:5]3[CH:6]=[CH:7][C:2]([CH2:33][CH2:32][NH:31][C:29](=[O:30])[O:28][C:24]([CH3:27])([CH3:26])[CH3:25])=[CH:3][CH:4]=3)=[N:9]2)=[CH:14][CH:15]=1. The yield is 0.630. (5) The reactants are [CH3:1][O:2][C:3]1[CH:4]=[CH:5][C:6]2[C:10]([O:11][C:12]3[CH:17]=[CH:16][C:15]([O:18][CH2:19][CH2:20][N:21]4[CH2:26][CH2:25][CH2:24][CH2:23][CH2:22]4)=[CH:14][CH:13]=3)=[C:9](Br)[S:8][C:7]=2[CH:28]=1.[CH:29]1([NH:34][C:35]([C:37]2[CH:42]=[CH:41][C:40](B(O)O)=[CH:39][CH:38]=2)=[O:36])[CH2:33][CH2:32][CH2:31][CH2:30]1.C1(P(C2CCCCC2)C2CCCCC2)CCCCC1.[F-].[Cs+]. The catalyst is C(#N)C.C([O-])(=O)C.[Pd+2].C([O-])(=O)C. The product is [CH:29]1([NH:34][C:35](=[O:36])[C:37]2[CH:42]=[CH:41][C:40]([C:9]3[S:8][C:7]4[CH:28]=[C:3]([O:2][CH3:1])[CH:4]=[CH:5][C:6]=4[C:10]=3[O:11][C:12]3[CH:17]=[CH:16][C:15]([O:18][CH2:19][CH2:20][N:21]4[CH2:26][CH2:25][CH2:24][CH2:23][CH2:22]4)=[CH:14][CH:13]=3)=[CH:39][CH:38]=2)[CH2:33][CH2:32][CH2:31][CH2:30]1. The yield is 0.430. (6) The reactants are [N:1]1([C:6]([O:8][C:9]([CH3:12])([CH3:11])[CH3:10])=[O:7])[CH2:5][CH2:4][CH2:3][CH2:2]1.C1C[C@H]2N(C[C@H]3[C@@H]4CCCCN4C[C@@H]2C3)CC1.[Li]C(CC)C.Br[C:36]1[CH:41]=[C:40]([F:42])[CH:39]=[CH:38][C:37]=1[F:43].[NH4+].[OH-]. The catalyst is CC(OC)(C)C.[Cl-].[Cl-].[Zn+2].CC([O-])=O.CC([O-])=O.[Pd+2].P(C(C)(C)C)(C(C)(C)C)C(C)(C)C.[H+].[B-](F)(F)(F)F. The product is [F:42][C:40]1[CH:41]=[CH:36][C:37]([F:43])=[CH:38][C:39]=1[C@H:2]1[CH2:3][CH2:4][CH2:5][N:1]1[C:6]([O:8][C:9]([CH3:12])([CH3:11])[CH3:10])=[O:7]. The yield is 0.720.